This data is from Forward reaction prediction with 1.9M reactions from USPTO patents (1976-2016). The task is: Predict the product of the given reaction. The product is: [CH3:1][C:2]([CH3:26])([CH3:27])[CH2:3][C:4]([NH:6][C:7]1[C:12](=[O:13])[N:11]2[CH2:14][CH2:15][CH2:16][CH:17]([C:18]([F:20])([F:19])[F:21])[C:10]2=[N:9][C:8]=1[NH:22][CH:23]([CH3:24])[CH3:25])=[O:5]. Given the reactants [CH3:1][C:2]([CH3:27])([CH3:26])[CH2:3][C:4]([NH:6][C:7]1[C:12](=[O:13])[N:11]2[CH:14]=[CH:15][CH:16]=[C:17]([C:18]([F:21])([F:20])[F:19])[C:10]2=[N:9][C:8]=1[NH:22][CH:23]([CH3:25])[CH3:24])=[O:5], predict the reaction product.